Task: Regression. Given a peptide amino acid sequence and an MHC pseudo amino acid sequence, predict their binding affinity value. This is MHC class II binding data.. Dataset: Peptide-MHC class II binding affinity with 134,281 pairs from IEDB (1) The peptide sequence is WVKVVEEKGFNPEVIPMF. The MHC is DRB1_0401 with pseudo-sequence DRB1_0401. The binding affinity (normalized) is 0.223. (2) The peptide sequence is GLLSYVIGLLPQNMV. The MHC is DRB1_0404 with pseudo-sequence DRB1_0404. The binding affinity (normalized) is 0.945. (3) The MHC is DRB1_0901 with pseudo-sequence DRB1_0901. The peptide sequence is VFIPNYNVSVAEVLI. The binding affinity (normalized) is 0.961. (4) The peptide sequence is NSLLTSPLSINTRMT. The MHC is HLA-DQA10501-DQB10301 with pseudo-sequence HLA-DQA10501-DQB10301. The binding affinity (normalized) is 0.523. (5) The peptide sequence is KLYNNGFTSVQGYAFN. The MHC is DRB1_0302 with pseudo-sequence DRB1_0302. The binding affinity (normalized) is 0. (6) The peptide sequence is DYVVMSAWYKEPN. The MHC is HLA-DPA10301-DPB10402 with pseudo-sequence HLA-DPA10301-DPB10402. The binding affinity (normalized) is 0.0668. (7) The peptide sequence is NLYKLHGGHVSCRVKHHHHHH. The MHC is HLA-DQA10102-DQB10501 with pseudo-sequence HLA-DQA10102-DQB10501. The binding affinity (normalized) is 0.